Dataset: Experimentally validated miRNA-target interactions with 360,000+ pairs, plus equal number of negative samples. Task: Binary Classification. Given a miRNA mature sequence and a target amino acid sequence, predict their likelihood of interaction. (1) The miRNA is hsa-miR-335-5p with sequence UCAAGAGCAAUAACGAAAAAUGU. The protein sequence of the target gene is MEVIHGRPYCCRELEGADILSNTFYSNELHNPLQTVTRPTASEDRYQELRESLQQCRLPWGAEREYGGIIPISLPEDHRPKYEPPRVMGKGHQHYGFGGETWPRKLPVEQFYYLTQNKKSDVYGNDSLIPKPPNSTVGEICLPYPIEHPYHTHICRGAMFPTFTSPEDLYTGIKARTQQPFPPTVPTKAYDSTVLKTRGNPYRYELIDIPMDSKKKALTWPGQGVYYDFPRGVEKNKPVFYPKPPKTFAPNTSLNSWDPICSAKEANIQRNLERSHWLTSYTHDFTGLGPMDPLELDDYH.... Result: 1 (interaction). (2) The miRNA is mmu-miR-378a-5p with sequence CUCCUGACUCCAGGUCCUGUGU. The protein sequence of the target gene is MENSPDSPQPLELGVAAGRVSPPEGRRRGGREAEDGPAGRAVDSGGQGAAAAAARSSLGDPTSPSQLGCGAGSDLKDGASSSPAASEVPSRGQHKVTASPELAEAAAGRGSGPVGDTGTCRVEQAAEEPSSTGAPSSSCSEPSPPGDSPSLDSLESFSNLHSFPSSSEFNSEEGAETRVPEDVEEGAAGPPRAAPLCKEEEEDPAQVLAASKERFPGQSVYHIKWIQWKEENTPIITQNENGPCPLLAILNVLLLAWKVKLPPMMEIITAEQLMEYLGDYMLEAKPKEISEIQRVNYEQN.... Result: 0 (no interaction). (3) The miRNA is hsa-miR-4644 with sequence UGGAGAGAGAAAAGAGACAGAAG. The protein sequence of the target gene is MYRSGSRSSVSSHRSKDGSASGPPPGRPVGASSGPTRRPSSPPPPSCSSLRLPARRHRSPSGHRGRWASPSPPRGRRGSPSPPRGRRASPSPTRGRRASPSPPRGRRGSPSPPRARRGSPSPPRSRRHYPPGLGGFRGSIRGESRADFARDGRGDHPGGGGGSRRRSPGLCSDSSLEESLRITVGNDHFCVSTPERRRLSDRLGSPVDGLQDMDRDDLTDDSVFTRSSQCSRGLERYISREEGPLSPFLGQLDEDYRTRETFLHRPEFSPQSSCHDELLRGTERNRDKLKSSSYSIRSEE.... Result: 0 (no interaction). (4) The miRNA is hsa-miR-885-3p with sequence AGGCAGCGGGGUGUAGUGGAUA. The protein sequence of the target gene is MTILPKKKPPPPDADPANEPPPPGPMPPAPRRGGGVGVGGGGTGVGGGDRDRDSGVVGARPRASPPPQGPLPGPPGALHRWALAVPPGAVAGPRPQQASPPPCGGPGGPGGGPGDALGAAAAGVGAAGVVVGVGGAVGVGGCCSGPGHSKRRRQAPGVGAVGGGSPEREEVGAGYNSEDEYEAAAARIEAMDPATVEQQEHWFEKALRDKKGFIIKQMKEDGACLFRAVADQVYGDQDMHEVVRKHCMDYLMKNADYFSNYVTEDFTTYINRKRKNNCHGNHIEMQAMAEMYNRPVEVYQ.... Result: 1 (interaction). (5) Result: 0 (no interaction). The protein sequence of the target gene is MVLSGALCFRMKDSALKVLYLHNNQLLAGGLHAGKVIKGEEISVVPNRWLDASLSPVILGVQGGSQCLSCGVGQEPTLTLEPVNIMELYLGAKESKSFTFYRRDMGLTSSFESAAYPGWFLCTVPEADQPVRLTQLPENGGWNAPITDFYFQQCD. The miRNA is hsa-miR-6768-5p with sequence CACACAGGAAAAGCGGGGCCCUG. (6) The miRNA is hsa-miR-378a-3p with sequence ACUGGACUUGGAGUCAGAAGGC. The protein sequence of the target gene is MPEETQTQDQPMEEEEVETFAFQAEIAQLMSLIINTFYSNKEIFLRELISNSSDALDKIRYESLTDPSKLDSGKELHINLIPNKQDRTLTIVDTGIGMTKADLINNLGTIAKSGTKAFMEALQAGADISMIGQFGVGFYSAYLVAEKVTVITKHNDDEQYAWESSAGGSFTVRTDTGEPMGRGTKVILHLKEDQTEYLEERRIKEIVKKHSQFIGYPITLFVEKERDKEVSDDEAEEKEDKEEEKEKEEKESEDKPEIEDVGSDEEEEKKDGDKKKKKKIKEKYIDQEELNKTKPIWTRN.... Result: 1 (interaction). (7) The miRNA is hsa-miR-6736-3p with sequence UCAGCUCCUCUCUACCCACAG. The protein sequence of the target gene is MISSKMMSSNPEEDPLDTFLQYIEDMGMKAYDGLVIQNASDIARENDRLRNETNLAYLKEKNEKRRRQEEAIKRIGGEVGRGHEGSYVGKHFRMGFMTMPAPQDRLPHPCSSGFSVRSQSLHSVGGTDDDSSCGSRRQPPPKPKRDPSTKLSTSSETVSSTAASKSGKTPERTEASAKPRPHSDEYSKKIPPPKPKRNPNTQLSTSFDETYIKKHGPRRTSLPRDSSLSQMGSPAGDPEEEEPVYIEMVGNILRDFRKEDDDQSEAVYEEMKYPIFDDLGQDAKCDFDHHSCSSQCATPT.... Result: 1 (interaction). (8) The miRNA is mmu-miR-19a-3p with sequence UGUGCAAAUCUAUGCAAAACUGA. The protein sequence of the target gene is MEPGPDGPAAPGPAAIREGWFRETCSLWPGQALSLQVEQLLHHRRSRYQDILVFRSKTYGNVLVLDGVIQCTERDEFSYQEMIANLPLCSHPNPRKVLIIGGGDGGVLREVVKHPSVESVVQCEIDEDVIEVSKKFLPGMAVGFSSSKLTLHVGDGFEFMKQNQDAFDVIITDSSDPMGPAESLFKESYYQLMKTALKEDGILCCQGECQWLHLDLIKEMRHFCKSLFPVVDYAYCSIPTYPSGQIGFMLCSKNPSTNFREPVQQLTQAQVEQMQLKYYNSDMHRAAFVLPEFTRKALND.... Result: 0 (no interaction). (9) The miRNA is hsa-miR-5007-3p with sequence AUCAUAUGAACCAAACUCUAAU. The protein sequence of the target gene is MEDDGYNYYGADNQSECDYADWKPSGALIPAIYMLVFLLGTTGNGLVLWTVFRTSREKRRSADIFIASLAVADLTFVVTLPLWATYTYREFDWPFGTFSCKLSSYLIFVNMYASVFCLTGLSFDRYLAIVRPVANARLRLRVSGAVATAVLWVLAALLAVPVMVFRSTDASENGTKIQCYMDYSMVATSNSEWAWEVGLGVSSTAVGFVVPFTIMLTCYFFIAQTIAGHFRKERIEGLRKRRRLLSIIVVLVVTFALCWMPYHLVKTLYMLGSLLHWPCDFDIFLMNVFPYCTCISYVNS.... Result: 0 (no interaction).